This data is from TCR-epitope binding with 47,182 pairs between 192 epitopes and 23,139 TCRs. The task is: Binary Classification. Given a T-cell receptor sequence (or CDR3 region) and an epitope sequence, predict whether binding occurs between them. (1) The epitope is GLCTLVAML. The TCR CDR3 sequence is CASGSGGGYEQYF. Result: 0 (the TCR does not bind to the epitope). (2) Result: 0 (the TCR does not bind to the epitope). The TCR CDR3 sequence is CASSHKPITGMNTEAFF. The epitope is FTISVTTEIL.